This data is from Forward reaction prediction with 1.9M reactions from USPTO patents (1976-2016). The task is: Predict the product of the given reaction. (1) Given the reactants C1CCN2C(=NCCC2)CC1.[CH3:12][O:13][C:14](=[O:35])[C:15]1[CH:20]=[CH:19][C:18]([NH:21][C:22](=[O:32])[CH2:23][N:24]=[CH:25][CH2:26][C:27]([C:30]#[N:31])([CH3:29])[CH3:28])=[C:17]([O:33][CH3:34])[CH:16]=1.[Cl:36][C:37]1[C:38]([F:55])=[C:39]([CH:52]=[CH:53][CH:54]=1)/[CH:40]=[C:41]1/[C:42](=[O:51])[NH:43][C:44]2[C:49]/1=[CH:48][CH:47]=[C:46]([Cl:50])[CH:45]=2, predict the reaction product. The product is: [Cl:50][C:46]1[CH:45]=[C:44]2[NH:43][C:42](=[O:51])[C@@:41]3([C@H:25]([CH2:26][C:27]([C:30]#[N:31])([CH3:29])[CH3:28])[NH:24][C@@H:23]([C:22]([NH:21][C:18]4[CH:19]=[CH:20][C:15]([C:14]([O:13][CH3:12])=[O:35])=[CH:16][C:17]=4[O:33][CH3:34])=[O:32])[C@@H:40]3[C:39]3[CH:52]=[CH:53][CH:54]=[C:37]([Cl:36])[C:38]=3[F:55])[C:49]2=[CH:48][CH:47]=1. (2) Given the reactants FC(F)(F)C(O)=O.[Cl:8][C:9]1[CH:10]=[C:11]([NH:16][C@@H:17]([CH3:47])[C:18]([N:20]([CH2:41][CH:42](OC)OC)[CH2:21][CH2:22][CH2:23][CH2:24][N:25]2[CH2:32][CH2:31][C:28]3([CH2:30][CH2:29]3)[C@H:27]([O:33][Si](CC)(CC)CC)[CH2:26]2)=[O:19])[CH:12]=[CH:13][C:14]=1[Cl:15].C([SiH](CC)CC)C.C(N(CC)CC)C, predict the reaction product. The product is: [Cl:8][C:9]1[CH:10]=[C:11]([N:16]2[CH2:42][CH2:41][N:20]([CH2:21][CH2:22][CH2:23][CH2:24][N:25]3[CH2:32][CH2:31][C:28]4([CH2:29][CH2:30]4)[C@H:27]([OH:33])[CH2:26]3)[C:18](=[O:19])[C@@H:17]2[CH3:47])[CH:12]=[CH:13][C:14]=1[Cl:15].